From a dataset of Forward reaction prediction with 1.9M reactions from USPTO patents (1976-2016). Predict the product of the given reaction. (1) Given the reactants [Br:1][C:2]1[CH:7]=[CH:6][C:5]([NH2:8])=[CH:4][C:3]=1[C:9]([F:12])([F:11])[F:10].[I:13]Cl, predict the reaction product. The product is: [Br:1][C:2]1[C:3]([C:9]([F:10])([F:11])[F:12])=[CH:4][C:5]([NH2:8])=[C:6]([I:13])[CH:7]=1. (2) Given the reactants [CH3:1][CH:2]([CH2:6][N:7]1[CH2:12][CH2:11][O:10][CH2:9][CH2:8]1)[C:3]([O-:5])=[O:4].[Cs+].[I-].[Cs+].[NH2:16][C:17](=[O:60])[C:18]([CH3:59])([CH3:58])[CH2:19][NH:20][C:21]([C@H:23]([CH:55]([CH3:57])[CH3:56])[CH2:24][C@@H:25]1[O:29][CH2:28][N:27]([C:30]([O:32][CH2:33]Cl)=[O:31])[C@H:26]1[CH2:35][C@H:36]([CH2:40][C:41]1[CH:46]=[CH:45][C:44]([O:47][CH3:48])=[C:43]([O:49][CH2:50][CH2:51][CH2:52][O:53][CH3:54])[CH:42]=1)[CH:37]([CH3:39])[CH3:38])=[O:22], predict the reaction product. The product is: [NH2:16][C:17](=[O:60])[C:18]([CH3:58])([CH3:59])[CH2:19][NH:20][C:21]([C@H:23]([CH:55]([CH3:56])[CH3:57])[CH2:24][C@@H:25]1[O:29][CH2:28][N:27]([C:30]([O:32][CH2:33][O:4][C:3](=[O:5])[CH:2]([CH3:1])[CH2:6][N:7]2[CH2:12][CH2:11][O:10][CH2:9][CH2:8]2)=[O:31])[C@H:26]1[CH2:35][C@H:36]([CH2:40][C:41]1[CH:46]=[CH:45][C:44]([O:47][CH3:48])=[C:43]([O:49][CH2:50][CH2:51][CH2:52][O:53][CH3:54])[CH:42]=1)[CH:37]([CH3:38])[CH3:39])=[O:22]. (3) Given the reactants [CH:1]1[C:14]2[C:5](=[CH:6][C:7]3[C:12]([C:13]=2[CH:15]=O)=[CH:11][CH:10]=[CH:9][CH:8]=3)[CH:4]=[CH:3][CH:2]=1.[CH2:17]([NH2:25])[CH2:18][CH2:19][CH2:20][CH2:21][CH2:22][CH2:23][CH3:24].[BH4-].[Na+].C(Cl)(Cl)[Cl:29], predict the reaction product. The product is: [ClH:29].[CH2:17]([NH:25][CH2:15][C:13]1[C:14]2[C:5]([CH:6]=[C:7]3[C:12]=1[CH:11]=[CH:10][CH:9]=[CH:8]3)=[CH:4][CH:3]=[CH:2][CH:1]=2)[CH2:18][CH2:19][CH2:20][CH2:21][CH2:22][CH2:23][CH3:24]. (4) The product is: [CH2:1]([N:8]1[CH2:13][CH2:12][CH:11]([O:14][C:22]2[CH:23]=[CH:24][CH:25]=[C:20]([Cl:19])[N:21]=2)[CH2:10][C:9]1([CH3:16])[CH3:15])[C:2]1[CH:3]=[CH:4][CH:5]=[CH:6][CH:7]=1. Given the reactants [CH2:1]([N:8]1[CH2:13][CH2:12][CH:11]([OH:14])[CH2:10][C:9]1([CH3:16])[CH3:15])[C:2]1[CH:7]=[CH:6][CH:5]=[CH:4][CH:3]=1.[H-].[Na+].[Cl:19][C:20]1[CH:25]=[CH:24][CH:23]=[C:22](Cl)[N:21]=1, predict the reaction product.